Dataset: Forward reaction prediction with 1.9M reactions from USPTO patents (1976-2016). Task: Predict the product of the given reaction. (1) The product is: [C:1]([O:5][C:6]([N:8]1[CH2:13][CH2:12][C:11]2[C:14]3[CH:20]=[CH:19][C:18]([S:21]([C:24]4[CH:29]=[CH:28][CH:27]=[C:26]([O:30][CH2:31][C:32]5[CH:37]=[CH:36][CH:35]=[CH:34][CH:33]=5)[CH:25]=4)(=[O:23])=[O:22])=[CH:17][C:15]=3[O:16][C:10]=2[CH2:9]1)=[O:7])([CH3:4])([CH3:2])[CH3:3]. Given the reactants [C:1]([O:5][C:6]([N:8]1[CH2:13][CH2:12][CH:11]2[C:14]3[CH:20]=[CH:19][C:18]([S:21]([C:24]4[CH:29]=[CH:28][CH:27]=[C:26]([O:30][CH2:31][C:32]5[CH:37]=[CH:36][CH:35]=[CH:34][CH:33]=5)[CH:25]=4)(=[O:23])=[O:22])=[CH:17][C:15]=3[O:16][CH:10]2[CH2:9]1)=[O:7])([CH3:4])([CH3:3])[CH3:2].IC1C=CC2C3CCNCC=3OC=2C=1.C(OC1C=C(S)C=CC=1)C1C=CC=CC=1, predict the reaction product. (2) Given the reactants [NH2:1][C:2]1[CH:7]=[C:6]([C:8]([F:11])([F:10])[F:9])[C:5]([C:12]2[CH2:17][CH2:16][N:15]([C:18]([O:20][C:21]([CH3:24])([CH3:23])[CH3:22])=[O:19])[CH2:14][CH:13]=2)=[C:4]([Cl:25])[CH:3]=1.N1([C:31](N2C=CN=C2)=[S:32])C=CN=C1, predict the reaction product. The product is: [Cl:25][C:4]1[CH:3]=[C:2]([N:1]=[C:31]=[S:32])[CH:7]=[C:6]([C:8]([F:10])([F:11])[F:9])[C:5]=1[C:12]1[CH2:17][CH2:16][N:15]([C:18]([O:20][C:21]([CH3:22])([CH3:24])[CH3:23])=[O:19])[CH2:14][CH:13]=1. (3) Given the reactants [O:1]([C@H:8]1[CH2:13][CH2:12][C@H:11]([NH:14]C(=O)OC(C)(C)C)[CH2:10][CH2:9]1)[C:2]1[CH:7]=[CH:6][CH:5]=[CH:4][CH:3]=1.[ClH:22].C(OCC)(=O)C.CCCCCC, predict the reaction product. The product is: [ClH:22].[O:1]([C@H:8]1[CH2:9][CH2:10][C@H:11]([NH2:14])[CH2:12][CH2:13]1)[C:2]1[CH:7]=[CH:6][CH:5]=[CH:4][CH:3]=1. (4) Given the reactants [NH2:1]C1C2N(C([C@H]3CC[C@H](C(N)=O)CC3)=NC=2C2C=CC=C(OCC3C=CC=CC=3)C=2)C=CN=1.C[O:35][C:36]([CH:38]1[CH2:43][CH2:42][CH:41]([C:44]2[N:48]3[CH:49]=[CH:50][N:51]=[C:52]([NH2:53])[C:47]3=[C:46]([C:54]3[CH:59]=[CH:58][CH:57]=[C:56]([O:60][CH2:61][C:62]4[C:67]([F:68])=[CH:66][CH:65]=[CH:64][C:63]=4[F:69])[CH:55]=3)[N:45]=2)[CH2:40][CH2:39]1)=O, predict the reaction product. The product is: [NH2:53][C:52]1[C:47]2[N:48]([C:44]([CH:41]3[CH2:42][CH2:43][CH:38]([C:36]([NH2:1])=[O:35])[CH2:39][CH2:40]3)=[N:45][C:46]=2[C:54]2[CH:59]=[CH:58][CH:57]=[C:56]([O:60][CH2:61][C:62]3[C:67]([F:68])=[CH:66][CH:65]=[CH:64][C:63]=3[F:69])[CH:55]=2)[CH:49]=[CH:50][N:51]=1. (5) Given the reactants [CH3:1][O:2][C:3]1[CH:8]=[CH:7][C:6](B(O)O)=[CH:5][CH:4]=1.[OH-].[Na+].[ClH:14].[N:15]12[CH2:22][CH2:21][CH:18]([CH2:19][CH2:20]1)[C@@H:17]([NH:23][C:24]([C:26]1[O:27][C:28]3[CH:34]=[CH:33][C:32](Br)=[CH:31][C:29]=3[CH:30]=1)=[O:25])[CH2:16]2, predict the reaction product. The product is: [ClH:14].[N:15]12[CH2:22][CH2:21][CH:18]([CH2:19][CH2:20]1)[C@@H:17]([NH:23][C:24]([C:26]1[O:27][C:28]3[CH:34]=[CH:33][C:32]([C:6]4[CH:7]=[CH:8][C:3]([O:2][CH3:1])=[CH:4][CH:5]=4)=[CH:31][C:29]=3[CH:30]=1)=[O:25])[CH2:16]2. (6) Given the reactants [F:1][C:2]1[CH:20]=[C:19]([N+:21]([O-])=O)[CH:18]=[CH:17][C:3]=1[O:4][C:5]1[C:14]2[C:9](=[CH:10][C:11]([O:15][CH3:16])=[CH:12][CH:13]=2)[N:8]=[CH:7][CH:6]=1.Cl, predict the reaction product. The product is: [F:1][C:2]1[CH:20]=[C:19]([NH2:21])[CH:18]=[CH:17][C:3]=1[O:4][C:5]1[C:14]2[C:9](=[CH:10][C:11]([O:15][CH3:16])=[CH:12][CH:13]=2)[N:8]=[CH:7][CH:6]=1. (7) Given the reactants C(OC(=O)[NH:7][C@H:8]([C:10]1[N:14]([C:15]2[CH:20]=[CH:19][CH:18]=[CH:17][CH:16]=2)[C:13]2[CH:21]=[C:22]([Cl:25])[CH:23]=[CH:24][C:12]=2[N:11]=1)[CH3:9])(C)(C)C.C(O)(C(F)(F)F)=O, predict the reaction product. The product is: [Cl:25][C:22]1[CH:23]=[CH:24][C:12]2[N:11]=[C:10]([C@@H:8]([NH2:7])[CH3:9])[N:14]([C:15]3[CH:16]=[CH:17][CH:18]=[CH:19][CH:20]=3)[C:13]=2[CH:21]=1. (8) Given the reactants [F:1][C:2]1[CH:21]=[CH:20][C:5]2[C:6]([C:9]3[CH:14]=[CH:13][C:12]([O:15][CH2:16][C@H:17]4[CH2:19][O:18]4)=[CH:11][CH:10]=3)=[N:7][O:8][C:4]=2[CH:3]=1.[CH3:22][N:23]([CH3:26])C=O, predict the reaction product. The product is: [CH2:22]1[C:20]2[C:5](=[CH:4][CH:3]=[CH:2][CH:21]=2)[CH2:6][CH2:26][N:23]1[CH2:19][C@@H:17]([OH:18])[CH2:16][O:15][C:12]1[CH:13]=[CH:14][C:9]([C:6]2[C:5]3[CH:20]=[CH:21][C:2]([F:1])=[CH:3][C:4]=3[O:8][N:7]=2)=[CH:10][CH:11]=1. (9) Given the reactants [Cl:1][C:2]1[CH:3]=[CH:4][C:5]2[N:11]3[CH:12]=[CH:13][CH:14]=[C:10]3[C@@H:9]([CH2:15][CH:16]([OH:33])[CH2:17][C:18]([N:20]3[CH2:25][CH2:24][N:23]([C:26](=[O:32])[C:27]([O:29]CC)=[O:28])[CH2:22][CH2:21]3)=[O:19])[O:8][C@H:7]([C:34]3[CH:39]=[CH:38][CH:37]=[C:36]([O:40][CH3:41])[C:35]=3[O:42][CH3:43])[C:6]=2[CH:44]=1.C(=O)([O-])[O-].[K+].[K+].C(O)(=O)C, predict the reaction product. The product is: [Cl:1][C:2]1[CH:3]=[CH:4][C:5]2[N:11]3[CH:12]=[CH:13][CH:14]=[C:10]3[C@@H:9]([CH2:15][CH:16]([OH:33])[CH2:17][C:18]([N:20]3[CH2:25][CH2:24][N:23]([C:26](=[O:32])[C:27]([OH:29])=[O:28])[CH2:22][CH2:21]3)=[O:19])[O:8][C@H:7]([C:34]3[CH:39]=[CH:38][CH:37]=[C:36]([O:40][CH3:41])[C:35]=3[O:42][CH3:43])[C:6]=2[CH:44]=1. (10) Given the reactants [N:1]1([C:7]2[N:12]=[CH:11][NH:10][C:9](=[O:13])[CH:8]=2)[CH2:6][CH2:5][NH:4][CH2:3][CH2:2]1.[Cl:14][C:15]1[C:22]([Cl:23])=[CH:21][CH:20]=[C:19]([Cl:24])[C:16]=1[CH:17]=O, predict the reaction product. The product is: [Cl:14][C:15]1[C:22]([Cl:23])=[CH:21][CH:20]=[C:19]([Cl:24])[C:16]=1[CH2:17][N:4]1[CH2:5][CH2:6][N:1]([C:7]2[N:12]=[CH:11][NH:10][C:9](=[O:13])[CH:8]=2)[CH2:2][CH2:3]1.